From a dataset of Forward reaction prediction with 1.9M reactions from USPTO patents (1976-2016). Predict the product of the given reaction. (1) Given the reactants [CH2:1]([CH:3]([CH2:6][CH2:7][CH2:8][CH3:9])[CH:4]=[O:5])[CH3:2].CCC(CCC)CC[O:15][CH:16](O)[CH:17]([OH:19])[CH3:18].CCC(CCCC)COC(O)C(O)C.CCC(C(CC)CCC)COC(O)CC.C(C(CCCC)CO)C, predict the reaction product. The product is: [CH2:1]([CH:3]([CH2:6][CH2:7][CH2:8][CH3:9])[CH2:4][O:5][CH2:18][CH:17]([OH:19])[CH2:16][OH:15])[CH3:2]. (2) Given the reactants [C:1]([O:5][C:6]([N:8]1[CH:15]2[CH:11]([C:12]([C:16]#[C:17][C:18]3[CH:23]=[CH:22][CH:21]=[C:20]([CH3:24])N=3)=[N:13][O:14]2)[CH2:10][CH2:9]1)=[O:7])([CH3:4])([CH3:3])[CH3:2].[Br:25]C1C=CC=C(I)C=1, predict the reaction product. The product is: [C:1]([O:5][C:6]([N:8]1[CH:15]2[CH:11]([C:12]([C:16]#[C:17][C:18]3[CH:23]=[CH:22][CH:21]=[C:20]([Br:25])[CH:24]=3)=[N:13][O:14]2)[CH2:10][CH2:9]1)=[O:7])([CH3:2])([CH3:3])[CH3:4]. (3) Given the reactants CS(O[CH:6]1[CH2:9][N:8]([C:10]([N:12]2[CH2:18][CH2:17][CH2:16][N:15]([CH:19]3[CH2:22][CH2:21][CH2:20]3)[CH2:14][CH2:13]2)=[O:11])[CH2:7]1)(=O)=O.[N-:23]=[N+:24]=[N-:25].[Na+], predict the reaction product. The product is: [N:23]([CH:6]1[CH2:9][N:8]([C:10]([N:12]2[CH2:18][CH2:17][CH2:16][N:15]([CH:19]3[CH2:22][CH2:21][CH2:20]3)[CH2:14][CH2:13]2)=[O:11])[CH2:7]1)=[N+:24]=[N-:25]. (4) The product is: [Cl:1][C:2]1[CH:10]=[C:9]2[C:5]([C:6]([CH2:11][CH3:12])=[CH:7][N:8]2[C:14]2[S:15][CH:16]=[C:17]([C:19]([O:21][CH2:22][CH3:23])=[O:20])[N:18]=2)=[CH:4][CH:3]=1. Given the reactants [Cl:1][C:2]1[CH:10]=[C:9]2[C:5]([C:6]([CH2:11][CH3:12])=[CH:7][NH:8]2)=[CH:4][CH:3]=1.Br[C:14]1[S:15][CH:16]=[C:17]([C:19]([O:21][CH2:22][CH3:23])=[O:20])[N:18]=1.P([O-])([O-])([O-])=O.[K+].[K+].[K+].CN[C@@H]1CCCC[C@H]1NC.CNC1CCCCC1NC, predict the reaction product. (5) Given the reactants [OH:1][CH2:2][C:3]1([CH2:7][OH:8])[CH2:6][CH2:5][CH2:4]1.O1CCCC1.[H-].[Na+].[CH2:16](Br)[C:17]1[CH:22]=[CH:21][CH:20]=[CH:19][CH:18]=1, predict the reaction product. The product is: [CH2:16]([O:1][CH2:2][C:3]1([CH2:7][OH:8])[CH2:6][CH2:5][CH2:4]1)[C:17]1[CH:22]=[CH:21][CH:20]=[CH:19][CH:18]=1. (6) Given the reactants C(OC([N:8]([C:25]1[C:30]([CH3:31])=[CH:29][N:28]=[C:27]([C:32]2[CH:37]=[CH:36][CH:35]=[C:34]([O:38][CH2:39][C:40]([NH:42][CH:43]3[CH2:45][CH2:44]3)=[O:41])[CH:33]=2)[N:26]=1)[C:9]1[CH:10]=[C:11]2[C:15](=[CH:16][CH:17]=1)[N:14](C(OC(C)(C)C)=O)[N:13]=[CH:12]2)=O)(C)(C)C.[ClH:46].CCOC(C)=O, predict the reaction product. The product is: [ClH:46].[NH:14]1[C:15]2[C:11](=[CH:10][C:9]([NH:8][C:25]3[C:30]([CH3:31])=[CH:29][N:28]=[C:27]([C:32]4[CH:33]=[C:34]([CH:35]=[CH:36][CH:37]=4)[O:38][CH2:39][C:40]([NH:42][CH:43]4[CH2:45][CH2:44]4)=[O:41])[N:26]=3)=[CH:17][CH:16]=2)[CH:12]=[N:13]1. (7) Given the reactants C(Cl)(=O)C(Cl)=O.CS(C)=O.[CH3:11][O:12][N:13]1[CH2:18][CH2:17][CH:16]([CH2:19][CH2:20][OH:21])[CH2:15][CH2:14]1.C(N(CC)CC)C, predict the reaction product. The product is: [CH3:11][O:12][N:13]1[CH2:18][CH2:17][CH:16]([CH2:19][CH:20]=[O:21])[CH2:15][CH2:14]1. (8) Given the reactants [CH2:1]([CH2:3][NH2:4])[OH:2].[F:5][C:6]([C:17]([F:20])([F:19])[F:18])([C:13]([F:16])([F:15])[F:14])[CH2:7][CH2:8][S:9](Cl)(=[O:11])=[O:10], predict the reaction product. The product is: [OH:2][CH2:1][CH2:3][NH:4][S:9]([CH2:8][CH2:7][C:6]([F:5])([C:13]([F:14])([F:15])[F:16])[C:17]([F:18])([F:19])[F:20])(=[O:11])=[O:10]. (9) The product is: [CH3:20][O:6][C:5](=[O:7])[C:4](=[O:8])[CH2:3][C:2]([CH3:1])([C:10]1[CH:11]=[CH:12][CH:13]=[CH:14][CH:15]=1)[CH3:9]. Given the reactants [CH3:1][C:2]([C:10]1[CH:15]=[CH:14][CH:13]=[CH:12][CH:11]=1)([CH3:9])[CH2:3][C:4](=[O:8])[C:5]([OH:7])=[O:6].S(Cl)(Cl)=O.[CH3:20]O, predict the reaction product.